From a dataset of Peptide-MHC class I binding affinity with 185,985 pairs from IEDB/IMGT. Regression. Given a peptide amino acid sequence and an MHC pseudo amino acid sequence, predict their binding affinity value. This is MHC class I binding data. (1) The peptide sequence is HYRALSGVF. The MHC is HLA-A24:02 with pseudo-sequence HLA-A24:02. The binding affinity (normalized) is 0.0853. (2) The peptide sequence is CLKNEGVSGL. The MHC is HLA-A02:01 with pseudo-sequence HLA-A02:01. The binding affinity (normalized) is 0.191.